Dataset: Kir2.1 potassium channel HTS with 301,493 compounds. Task: Binary Classification. Given a drug SMILES string, predict its activity (active/inactive) in a high-throughput screening assay against a specified biological target. (1) The compound is s1c(C(=O)NC(Cc2ccccc2)C(O)=O)ccc1. The result is 0 (inactive). (2) The molecule is Clc1cc(S(=O)(=O)N2CC(CCC2)C(=O)N2CCOCC2)c(OC)cc1. The result is 0 (inactive). (3) The molecule is O=C(N1CCN(CC1)c1ncccn1)c1cc2c(oc1=O)cccc2. The result is 0 (inactive). (4) The drug is S(c1[nH]c2c(n1)ccc(c2)C)CC(=O)/C(=C(\N)C)C#N. The result is 0 (inactive). (5) The molecule is O=c1n(CCN2CCNCC2)cnc2c1n(c1c2cc(OC)cc1)C. The result is 0 (inactive).